Dataset: Full USPTO retrosynthesis dataset with 1.9M reactions from patents (1976-2016). Task: Predict the reactants needed to synthesize the given product. Given the product [CH3:25][C:26]1[CH:31]=[CH:30][C:29]([S:32]([C:2]2[NH:24][C:5]3[N:6]=[CH:7][N:8]=[C:9]([NH:10][C:11]4[CH:12]=[C:13]5[C:17](=[CH:18][C:19]=4[O:20][CH:21]([CH3:23])[CH3:22])[NH:16][N:15]=[CH:14]5)[C:4]=3[CH:3]=2)(=[O:34])=[O:33])=[CH:28][CH:27]=1, predict the reactants needed to synthesize it. The reactants are: Br[C:2]1[NH:24][C:5]2[N:6]=[CH:7][N:8]=[C:9]([NH:10][C:11]3[CH:12]=[C:13]4[C:17](=[CH:18][C:19]=3[O:20][CH:21]([CH3:23])[CH3:22])[NH:16][N:15]=[CH:14]4)[C:4]=2[CH:3]=1.[CH3:25][C:26]1[CH:31]=[CH:30][C:29]([S:32]([O-:34])=[O:33])=[CH:28][CH:27]=1.[Na+].